Binary Classification. Given a miRNA mature sequence and a target amino acid sequence, predict their likelihood of interaction. From a dataset of Experimentally validated miRNA-target interactions with 360,000+ pairs, plus equal number of negative samples. (1) The miRNA is mmu-miR-329-3p with sequence AACACACCCAGCUAACCUUUUU. The protein sequence of the target gene is MEDLEEDVRFIVDETLDFGGLSPSDSREEEDITVLVTPEKPLRRGLSHRSDPNAVAPAPQGVRLSLGPLSPEKLEEILDEANRLAAQLEQCALQDRESAGEGLGPRRVKPSPRRETFVLKDSPVRDLLPTVNSLTRSTPSPSSLTPRLRSNDRKGSVRALRATSGKRPSNMKRESPTCNLFPASKSPASSPLTRSTPPVRGRAGPSGRAAASEETRAAKLRVSGSGEFVGLTLKFLHPSPPGPPTPIRSVLAPQPSTSNSQRLPRPQGAAAKSSSQLPIPSAIPRPASRMPLTSRSVPPG.... Result: 0 (no interaction). (2) The miRNA is hsa-miR-6753-5p with sequence CACCAGGGCAGAGCAGGGCUGA. The protein sequence of the target gene is MNLELLESFGQNYPEEADGTLDCISMALTCTFNRWGTLLAVGCNDGRIVIWDFLTRGIAKIISAHIHPVCSLCWSRDGHKLVSASTDNIVSQWDVLSGDCDQRFRFPSPILKVQYHPRDQNKVLVCPMKSAPVMLTLSDSKHVVLPVDDDSDLNVVASFDRRGEYIYTGNAKGKILVLKTDSQDLVASFRVTTGTSNTTAIKSIEFARKGSCFLINTADRIIRVYDGREILTCGRDGEPEPMQKLQDLVNRTPWKKCCFSGDGEYIVAGSARQHALYIWEKSIGNLVKILHGTRGELLLD.... Result: 0 (no interaction).